This data is from Forward reaction prediction with 1.9M reactions from USPTO patents (1976-2016). The task is: Predict the product of the given reaction. (1) Given the reactants [Cl-].[OH:2][NH3+:3].C([O-])(=O)C.[Na+].[Cl:9][C:10]1[CH:27]=[C:26]([Cl:28])[CH:25]=[CH:24][C:11]=1[CH2:12][NH:13][C:14]1[N:15]=[C:16]([S:22][CH3:23])[N:17]=[N:18][C:19]=1[CH:20]=O, predict the reaction product. The product is: [Cl:9][C:10]1[CH:27]=[C:26]([Cl:28])[CH:25]=[CH:24][C:11]=1[CH2:12][NH:13][C:14]1[N:15]=[C:16]([S:22][CH3:23])[N:17]=[N:18][C:19]=1[CH:20]=[N:3][OH:2]. (2) Given the reactants [O:1]1[C:5]2[CH:6]=[CH:7][C:8]([C:10](=O)[CH2:11][C:12]#[N:13])=[CH:9][C:4]=2[O:3][CH2:2]1.COC(OC)[N:18]([CH3:20])C.C(=O)(O)O.[NH2:27][C:28](N)=[NH:29].C[O-].[Na+], predict the reaction product. The product is: [NH2:29][C:28]1[N:27]=[C:10]([C:8]2[CH:7]=[CH:6][C:5]3[O:1][CH2:2][O:3][C:4]=3[CH:9]=2)[C:11]([C:20]#[N:18])=[CH:12][N:13]=1. (3) Given the reactants Cl[C:2]1[N:7]=[C:6](Cl)[CH:5]=[CH:4][N:3]=1.[S:9]1[C:13](B(O)O)=[CH:12][C:11]2[CH:17]=[CH:18][CH:19]=[CH:20][C:10]1=2.C(OC([N:28]1[CH2:36][CH2:35][CH:34]([NH2:37])[CH2:33][C:29]21[CH2:32][CH2:31][CH2:30]2)=O)(C)(C)C.Cl, predict the reaction product. The product is: [CH2:30]1[C:29]2([CH2:33][CH:34]([NH:37][C:2]3[N:7]=[C:6]([C:13]4[S:9][C:10]5[CH:20]=[CH:19][CH:18]=[CH:17][C:11]=5[CH:12]=4)[CH:5]=[CH:4][N:3]=3)[CH2:35][CH2:36][NH:28]2)[CH2:32][CH2:31]1. (4) Given the reactants CN(C)C(S[C:6]1[CH:13]=[CH:12][C:9]([CH2:10][NH2:11])=[CH:8][CH:7]=1)=O.[CH3:15][N:16]([CH3:28])[C:17]([S:19]C1C=CC(C#N)=CC=1)=[O:18].B.CSC.[H][H], predict the reaction product. The product is: [CH3:15][N:16]([CH3:28])[C:17]([O:18][C:6]1[CH:7]=[CH:8][C:9]([C:10]#[N:11])=[CH:12][CH:13]=1)=[S:19].